From a dataset of Reaction yield outcomes from USPTO patents with 853,638 reactions. Predict the reaction yield, written as a fraction of the theoretical maximum amount of product (1.0 means a 100% yield; for example, 0.34 means a 34% yield). (1) The reactants are Br[C:2]1[CH:7]=[CH:6][C:5]([C@@H:8]([NH:10][C:11](=[O:17])[O:12][C:13]([CH3:16])([CH3:15])[CH3:14])[CH3:9])=[CH:4][CH:3]=1.C([Li])CCC.[BH4-].[Na+].Cl.[O:26]1CCC[CH2:27]1. The catalyst is CN(C)C=O. The product is [OH:26][CH2:27][C:2]1[CH:7]=[CH:6][C:5]([C@@H:8]([NH:10][C:11](=[O:17])[O:12][C:13]([CH3:16])([CH3:15])[CH3:14])[CH3:9])=[CH:4][CH:3]=1. The yield is 0.660. (2) The reactants are [OH:1][CH:2]([C:4]1[CH:38]=[CH:37][C:7]([CH2:8][N:9]2[C:14](=[O:15])[C:13]([CH2:16][C:17]3[CH:22]=[CH:21][C:20]([C:23]4[C:24]([C:29]#[N:30])=[CH:25][CH:26]=[CH:27][CH:28]=4)=[CH:19][CH:18]=3)=[C:12]([CH2:31][CH2:32][CH3:33])[N:11]3[N:34]=[CH:35][N:36]=[C:10]23)=[CH:6][CH:5]=1)[CH3:3].N1C(C)=CC=CC=1C.O1CCCC1.FC(F)(F)S(O[Si:58]([C:61]([CH3:64])([CH3:63])[CH3:62])([CH3:60])[CH3:59])(=O)=O. The catalyst is C(OCC)(=O)C. The product is [Si:58]([O:1][CH:2]([C:4]1[CH:38]=[CH:37][C:7]([CH2:8][N:9]2[C:14](=[O:15])[C:13]([CH2:16][C:17]3[CH:22]=[CH:21][C:20]([C:23]4[C:24]([C:29]#[N:30])=[CH:25][CH:26]=[CH:27][CH:28]=4)=[CH:19][CH:18]=3)=[C:12]([CH2:31][CH2:32][CH3:33])[N:11]3[N:34]=[CH:35][N:36]=[C:10]23)=[CH:6][CH:5]=1)[CH3:3])([C:61]([CH3:64])([CH3:63])[CH3:62])([CH3:60])[CH3:59]. The yield is 1.00. (3) The reactants are [H-].[Na+].[C:3]([C:5]1[CH:10]=[CH:9][CH:8]=[CH:7][C:6]=1[OH:11])#[N:4].[Cl:12][C:13]1[CH:29]=[C:28]([Cl:30])[CH:27]=[CH:26][C:14]=1[CH2:15][NH:16][C:17](=[O:25])[C:18]1[CH:23]=[CH:22][N:21]=[C:20](F)[CH:19]=1. The catalyst is CN(C)C(=O)C. The product is [C:3]([C:5]1[CH:10]=[CH:9][CH:8]=[CH:7][C:6]=1[O:11][C:20]1[CH:19]=[C:18]([CH:23]=[CH:22][N:21]=1)[C:17]([NH:16][CH2:15][C:14]1[CH:26]=[CH:27][C:28]([Cl:30])=[CH:29][C:13]=1[Cl:12])=[O:25])#[N:4]. The yield is 0.228. (4) The reactants are C(OC([N:8]1[CH2:13][CH2:12][N:11]([C:14]2[C:19]3[S:20][CH:21]=[C:22]([S:23]([C:26]4[CH:31]=[CH:30][CH:29]=[CH:28][CH:27]=4)(=[O:25])=[O:24])[C:18]=3[CH:17]=[CH:16][C:15]=2[Cl:32])[CH2:10][CH2:9]1)=O)(C)(C)C.Cl. The catalyst is O1CCOCC1. The product is [ClH:32].[Cl:32][C:15]1[CH:16]=[CH:17][C:18]2[C:22]([S:23]([C:26]3[CH:27]=[CH:28][CH:29]=[CH:30][CH:31]=3)(=[O:25])=[O:24])=[CH:21][S:20][C:19]=2[C:14]=1[N:11]1[CH2:10][CH2:9][NH:8][CH2:13][CH2:12]1. The yield is 0.930. (5) The reactants are [Cl-].O[NH3+:3].[C:4](=[O:7])([O-])[OH:5].[Na+].CS(C)=O.[CH3:13][C:14]1[N:15]([CH2:39][CH:40]2[CH2:45][CH2:44][CH2:43][CH2:42][O:41]2)[C:16](=[O:38])[C:17]([CH2:23][C:24]2[CH:29]=[CH:28][C:27]([C:30]3[C:31]([C:36]#[N:37])=[CH:32][CH:33]=[CH:34][CH:35]=3)=[CH:26][CH:25]=2)=[C:18]([CH2:20][CH2:21][CH3:22])[N:19]=1. The catalyst is C(OCC)(=O)C. The product is [CH3:13][C:14]1[N:15]([CH2:39][CH:40]2[CH2:45][CH2:44][CH2:43][CH2:42][O:41]2)[C:16](=[O:38])[C:17]([CH2:23][C:24]2[CH:25]=[CH:26][C:27]([C:30]3[CH:35]=[CH:34][CH:33]=[CH:32][C:31]=3[C:36]3[NH:3][C:4](=[O:7])[O:5][N:37]=3)=[CH:28][CH:29]=2)=[C:18]([CH2:20][CH2:21][CH3:22])[N:19]=1. The yield is 0.680. (6) The reactants are [CH3:1][O:2][C:3]1[C:4]([CH3:34])=[C:5]([C:25]([O:32][CH3:33])=[C:26]([O:30][CH3:31])[C:27]=1[O:28][CH3:29])[CH2:6][C:7]1[CH:8]=[CH:9][C:10]([O:17][CH2:18][C:19]2[CH:20]=[N:21][CH:22]=[CH:23][CH:24]=2)=[C:11]([CH:16]=1)[C:12]([O:14]C)=[O:13].Cl. The catalyst is [OH-].[Na+].O1CCOCC1.O. The product is [CH3:1][O:2][C:3]1[C:4]([CH3:34])=[C:5]([C:25]([O:32][CH3:33])=[C:26]([O:30][CH3:31])[C:27]=1[O:28][CH3:29])[CH2:6][C:7]1[CH:8]=[CH:9][C:10]([O:17][CH2:18][C:19]2[CH:20]=[N:21][CH:22]=[CH:23][CH:24]=2)=[C:11]([CH:16]=1)[C:12]([OH:14])=[O:13]. The yield is 0.880. (7) The reactants are [C:1]([O:5][C:6]([N:8]1[CH2:13][CH2:12][S:11][CH:10]([C:14](O)=[O:15])[CH2:9]1)=[O:7])([CH3:4])([CH3:3])[CH3:2].[H-].[Al+3].[Li+].[H-].[H-].[H-]. The catalyst is C1COCC1. The product is [OH:15][CH2:14][CH:10]1[S:11][CH2:12][CH2:13][N:8]([C:6]([O:5][C:1]([CH3:4])([CH3:3])[CH3:2])=[O:7])[CH2:9]1. The yield is 0.480. (8) The reactants are [CH2:1]([S:3]([C:6]1[CH:7]=[C:8]([C:12]2[C:17]3[C:18]4[CH:24]=[C:23]([CH3:25])[CH:22]=[N:21][C:19]=4[NH:20][C:16]=3[C:15]([C:26]#[N:27])=[N:14][CH:13]=2)[CH:9]=[CH:10][CH:11]=1)(=[O:5])=[O:4])[CH3:2].[OH-:28].[K+].OO. The catalyst is C1COCC1. The product is [CH2:1]([S:3]([C:6]1[CH:7]=[C:8]([C:12]2[C:17]3[C:18]4[CH:24]=[C:23]([CH3:25])[CH:22]=[N:21][C:19]=4[NH:20][C:16]=3[C:15]([C:26]([NH2:27])=[O:28])=[N:14][CH:13]=2)[CH:9]=[CH:10][CH:11]=1)(=[O:4])=[O:5])[CH3:2]. The yield is 0.770. (9) The reactants are [CH3:1][N:2]([S:15]([C:18]1[S:19][CH:20]=[CH:21][CH:22]=1)(=[O:17])=[O:16])[C:3]1[CH:4]=[CH:5][CH:6]=[C:7]2[C:11]=1[NH:10][C:9]([C:12]([OH:14])=O)=[CH:8]2.[CH2:23]([S:30][C:31]1([CH2:37][NH2:38])[CH2:36][CH2:35][O:34][CH2:33][CH2:32]1)[C:24]1[CH:29]=[CH:28][CH:27]=[CH:26][CH:25]=1.N1(O)C2C=CC=CC=2N=N1.Cl.CN(C)CCCN=C=NCC.C(=O)([O-])O.[Na+]. The catalyst is C(#N)C.O1CCCC1. The product is [CH2:23]([S:30][C:31]1([CH2:37][NH:38][C:12]([C:9]2[NH:10][C:11]3[C:7]([CH:8]=2)=[CH:6][CH:5]=[CH:4][C:3]=3[N:2]([CH3:1])[S:15]([C:18]2[S:19][CH:20]=[CH:21][CH:22]=2)(=[O:16])=[O:17])=[O:14])[CH2:36][CH2:35][O:34][CH2:33][CH2:32]1)[C:24]1[CH:25]=[CH:26][CH:27]=[CH:28][CH:29]=1. The yield is 0.920. (10) The product is [CH2:1]([C:3]1[CH:4]=[CH:5][C:6]2[CH2:7][C@H:8]3[N:19]([C:20]([O:22][C:23]([CH3:24])([CH3:26])[CH3:25])=[O:21])[CH2:18][CH2:17][C@@:14]4([C:15]=2[CH:16]=1)[C@H:9]3[CH2:10][CH2:11][CH2:12][CH2:13]4)[CH3:2]. The catalyst is CO.[Pd]. The yield is 0.700. The reactants are [CH:1]([C:3]1[CH:4]=[CH:5][C:6]2[CH2:7][C@H:8]3[N:19]([C:20]([O:22][C:23]([CH3:26])([CH3:25])[CH3:24])=[O:21])[CH2:18][CH2:17][C@@:14]4([C:15]=2[CH:16]=1)[C@H:9]3[CH2:10][CH2:11][CH2:12][CH2:13]4)=[CH2:2].[H][H].